This data is from Buchwald-Hartwig C-N cross coupling reaction yields with 55,370 reactions. The task is: Predict the reaction yield, written as a fraction of the theoretical maximum amount of product (1.0 means a 100% yield; for example, 0.34 means a 34% yield). (1) The reactants are COc1ccc(Br)cc1.Cc1ccc(N)cc1.O=S(=O)(O[Pd]1c2ccccc2-c2ccccc2N~1)C(F)(F)F.COc1ccc(OC)c(P(C(C)(C)C)C(C)(C)C)c1-c1c(C(C)C)cc(C(C)C)cc1C(C)C.CCN=P(N=P(N(C)C)(N(C)C)N(C)C)(N(C)C)N(C)C.Cc1ccno1. No catalyst specified. The product is COc1ccc(Nc2ccc(C)cc2)cc1. The yield is 0.0985. (2) The reactants are FC(F)(F)c1ccc(I)cc1.Cc1ccc(N)cc1.O=S(=O)(O[Pd]1c2ccccc2-c2ccccc2N~1)C(F)(F)F.COc1ccc(OC)c(P(C(C)(C)C)C(C)(C)C)c1-c1c(C(C)C)cc(C(C)C)cc1C(C)C.CN(C)C(=NC(C)(C)C)N(C)C.COC(=O)c1ccno1. No catalyst specified. The product is Cc1ccc(Nc2ccc(C(F)(F)F)cc2)cc1. The yield is 0.288. (3) The reactants are CCc1ccc(I)cc1.Cc1ccc(N)cc1.O=S(=O)(O[Pd]1c2ccccc2-c2ccccc2N~1)C(F)(F)F.CC(C)c1cc(C(C)C)c(-c2ccccc2P(C(C)(C)C)C(C)(C)C)c(C(C)C)c1.CCN=P(N=P(N(C)C)(N(C)C)N(C)C)(N(C)C)N(C)C.c1ccc(-c2ccno2)cc1. No catalyst specified. The product is CCc1ccc(Nc2ccc(C)cc2)cc1. The yield is 0.267. (4) The reactants are FC(F)(F)c1ccc(I)cc1.Cc1ccc(N)cc1.O=S(=O)(O[Pd]1c2ccccc2-c2ccccc2N~1)C(F)(F)F.CC(C)c1cc(C(C)C)c(-c2ccccc2P(C2CCCCC2)C2CCCCC2)c(C(C)C)c1.CCN=P(N=P(N(C)C)(N(C)C)N(C)C)(N(C)C)N(C)C.c1ccc(-c2cnoc2)cc1. No catalyst specified. The product is Cc1ccc(Nc2ccc(C(F)(F)F)cc2)cc1. The yield is 0.150. (5) The reactants are COc1ccc(I)cc1.Cc1ccc(N)cc1.O=S(=O)(O[Pd]1c2ccccc2-c2ccccc2N~1)C(F)(F)F.CC(C)c1cc(C(C)C)c(-c2ccccc2P(C(C)(C)C)C(C)(C)C)c(C(C)C)c1.CN(C)C(=NC(C)(C)C)N(C)C.c1ccc(CN(Cc2ccccc2)c2ccno2)cc1. No catalyst specified. The product is COc1ccc(Nc2ccc(C)cc2)cc1. The yield is 0.580. (6) The reactants are Ic1cccnc1.Cc1ccc(N)cc1.O=S(=O)(O[Pd]1c2ccccc2-c2ccccc2N~1)C(F)(F)F.CC(C)c1cc(C(C)C)c(-c2ccccc2P(C(C)(C)C)C(C)(C)C)c(C(C)C)c1.CN1CCCN2CCCN=C12.CCOC(=O)c1cc(C)no1. No catalyst specified. The product is Cc1ccc(Nc2cccnc2)cc1. The yield is 0.947. (7) The reactants are Brc1ccccn1.Cc1ccc(N)cc1.O=S(=O)(O[Pd]1c2ccccc2-c2ccccc2N~1)C(F)(F)F.COc1ccc(OC)c(P(C(C)(C)C)C(C)(C)C)c1-c1c(C(C)C)cc(C(C)C)cc1C(C)C.CN(C)C(=NC(C)(C)C)N(C)C.COC(=O)c1cc(-c2ccco2)on1. No catalyst specified. The product is Cc1ccc(Nc2ccccn2)cc1. The yield is 0.621. (8) The reactants are Clc1cccnc1.Cc1ccc(N)cc1.O=S(=O)(O[Pd]1c2ccccc2-c2ccccc2N~1)C(F)(F)F.COc1ccc(OC)c(P(C(C)(C)C)C(C)(C)C)c1-c1c(C(C)C)cc(C(C)C)cc1C(C)C.CN(C)C(=NC(C)(C)C)N(C)C.c1ccc(CN(Cc2ccccc2)c2ccon2)cc1. No catalyst specified. The product is Cc1ccc(Nc2cccnc2)cc1. The yield is 0.327. (9) The reactants are COc1ccc(Cl)cc1.Cc1ccc(N)cc1.O=S(=O)(O[Pd]1c2ccccc2-c2ccccc2N~1)C(F)(F)F.CC(C)c1cc(C(C)C)c(-c2ccccc2P(C(C)(C)C)C(C)(C)C)c(C(C)C)c1.CCN=P(N=P(N(C)C)(N(C)C)N(C)C)(N(C)C)N(C)C.c1ccc2nocc2c1. No catalyst specified. The product is COc1ccc(Nc2ccc(C)cc2)cc1. The yield is 0.00971. (10) The reactants are Ic1ccccn1.Cc1ccc(N)cc1.O=S(=O)(O[Pd]1c2ccccc2-c2ccccc2N~1)C(F)(F)F.CC(C)c1cc(C(C)C)c(-c2ccccc2P(C(C)(C)C)C(C)(C)C)c(C(C)C)c1.CN(C)C(=NC(C)(C)C)N(C)C.CCOC(=O)c1cc(OC)no1. No catalyst specified. The product is Cc1ccc(Nc2ccccn2)cc1. The yield is 0.585.